Dataset: Forward reaction prediction with 1.9M reactions from USPTO patents (1976-2016). Task: Predict the product of the given reaction. (1) Given the reactants [F:1][C:2]1[CH:3]=[C:4]([S:8]([NH:11][C:12]2[CH:17]=[CH:16][CH:15]=[CH:14][C:13]=2[CH:18]2[CH2:27][C:26]([CH3:29])([CH3:28])[C:25]3[C:20](=[CH:21][CH:22]=[C:23]([C:30]([O:32]CC)=[O:31])[CH:24]=3)[NH:19]2)(=[O:10])=[O:9])[CH:5]=[CH:6][CH:7]=1.O.[OH-].[Li+].[OH-].[Na+].Cl, predict the reaction product. The product is: [F:1][C:2]1[CH:3]=[C:4]([S:8]([NH:11][C:12]2[CH:17]=[CH:16][CH:15]=[CH:14][C:13]=2[CH:18]2[CH2:27][C:26]([CH3:28])([CH3:29])[C:25]3[C:20](=[CH:21][CH:22]=[C:23]([C:30]([OH:32])=[O:31])[CH:24]=3)[NH:19]2)(=[O:10])=[O:9])[CH:5]=[CH:6][CH:7]=1. (2) Given the reactants [Cl:1][C:2]1[N:3]=[CH:4][C:5]2[S:10][CH:9]=[C:8]([C:11]([OH:13])=O)[C:6]=2[N:7]=1.[CH3:14][O:15][C:16]1[CH:17]=[C:18]([CH:20]=[C:21]([O:25][CH3:26])[C:22]=1[O:23][CH3:24])[NH2:19].C(N(CC)C(C)C)(C)C.C1CN(C(ON2N=NC3C2=CC=CC=3)=[N+]2CCCC2)CC1.F[P-](F)(F)(F)(F)F, predict the reaction product. The product is: [CH3:26][O:25][C:21]1[CH:20]=[C:18]([NH:19][C:11]([C:8]2[C:6]3[N:7]=[C:2]([Cl:1])[N:3]=[CH:4][C:5]=3[S:10][CH:9]=2)=[O:13])[CH:17]=[C:16]([O:15][CH3:14])[C:22]=1[O:23][CH3:24].